Dataset: Peptide-MHC class I binding affinity with 185,985 pairs from IEDB/IMGT. Task: Regression. Given a peptide amino acid sequence and an MHC pseudo amino acid sequence, predict their binding affinity value. This is MHC class I binding data. (1) The peptide sequence is LSVSLVLVGV. The MHC is HLA-A68:02 with pseudo-sequence HLA-A68:02. The binding affinity (normalized) is 0.769. (2) The peptide sequence is KMARLGKGY. The MHC is HLA-B44:02 with pseudo-sequence HLA-B44:02. The binding affinity (normalized) is 0.0847. (3) The peptide sequence is QMKDCMREL. The MHC is HLA-A68:02 with pseudo-sequence HLA-A68:02. The binding affinity (normalized) is 0. (4) The peptide sequence is SQRVEFLEY. The MHC is HLA-A26:01 with pseudo-sequence HLA-A26:01. The binding affinity (normalized) is 0.0847.